Dataset: Peptide-MHC class I binding affinity with 185,985 pairs from IEDB/IMGT. Task: Regression. Given a peptide amino acid sequence and an MHC pseudo amino acid sequence, predict their binding affinity value. This is MHC class I binding data. (1) The peptide sequence is DWSGYSGSFI. The MHC is HLA-A02:01 with pseudo-sequence HLA-A02:01. The binding affinity (normalized) is 0. (2) The peptide sequence is KLFIRQEEV. The MHC is HLA-B15:01 with pseudo-sequence HLA-B15:01. The binding affinity (normalized) is 0.112. (3) The peptide sequence is LTKDRKMLEL. The MHC is HLA-A68:02 with pseudo-sequence HLA-A68:02. The binding affinity (normalized) is 0.216. (4) The peptide sequence is QLEDSEYLFR. The MHC is HLA-A11:01 with pseudo-sequence HLA-A11:01. The binding affinity (normalized) is 0.596. (5) The peptide sequence is RMLNILNRR. The MHC is HLA-A31:01 with pseudo-sequence HLA-A31:01. The binding affinity (normalized) is 0.918. (6) The binding affinity (normalized) is 1.00. The MHC is HLA-A26:03 with pseudo-sequence HLA-A26:03. The peptide sequence is ETIEDYLGY.